This data is from Catalyst prediction with 721,799 reactions and 888 catalyst types from USPTO. The task is: Predict which catalyst facilitates the given reaction. (1) Reactant: Br[CH2:2][CH:3]1[CH2:8][CH2:7][CH:6]([CH2:9][O:10][C:11]2[CH:20]=[C:19]3[C:14]([CH2:15][CH2:16][C:17](=[O:21])[NH:18]3)=[CH:13][CH:12]=2)[CH2:5][CH2:4]1.[Na+].[I-].Cl.[Cl:25][C:26]1[C:31]([Cl:32])=[CH:30][CH:29]=[CH:28][C:27]=1[N:33]1[CH2:38][CH2:37][NH:36][CH2:35][CH2:34]1.C([O-])([O-])=O.[K+].[K+]. Product: [Cl:25][C:26]1[C:31]([Cl:32])=[CH:30][CH:29]=[CH:28][C:27]=1[N:33]1[CH2:38][CH2:37][N:36]([CH2:2][CH:3]2[CH2:8][CH2:7][CH:6]([CH2:9][O:10][C:11]3[CH:20]=[C:19]4[C:14]([CH2:15][CH2:16][C:17](=[O:21])[NH:18]4)=[CH:13][CH:12]=3)[CH2:5][CH2:4]2)[CH2:35][CH2:34]1. The catalyst class is: 23. (2) Reactant: CS(C)=O.C(Cl)(=O)C(Cl)=O.[CH2:11]([N:18]1[CH2:22][CH2:21][CH:20]([OH:23])[CH2:19]1)[C:12]1[CH:17]=[CH:16][CH:15]=[CH:14][CH:13]=1.C(N(CC)CC)C. Product: [CH2:11]([N:18]1[CH2:22][CH2:21][C:20](=[O:23])[CH2:19]1)[C:12]1[CH:13]=[CH:14][CH:15]=[CH:16][CH:17]=1. The catalyst class is: 2. (3) Reactant: [Cl:1][C:2]1[CH:7]=[CH:6][C:5]([O:8][C:9]([N:11]2[CH2:16][CH2:15][CH:14]([C:17]#[C:18][CH2:19][CH2:20][CH2:21]Cl)[CH2:13][CH2:12]2)=[O:10])=[CH:4][CH:3]=1.[Na+].[I-:24]. Product: [Cl:1][C:2]1[CH:7]=[CH:6][C:5]([O:8][C:9]([N:11]2[CH2:16][CH2:15][CH:14]([C:17]#[C:18][CH2:19][CH2:20][CH2:21][I:24])[CH2:13][CH2:12]2)=[O:10])=[CH:4][CH:3]=1. The catalyst class is: 131. (4) Reactant: [CH2:1]([NH:5][C:6]1[CH:11]=[CH:10][C:9]([C:12]([OH:21])([C:17]([F:20])([F:19])[F:18])[C:13]([F:16])([F:15])[F:14])=[CH:8][CH:7]=1)[CH2:2][CH2:3][CH3:4].[CH3:22][N:23]([CH3:27])[C:24](Cl)=[S:25]. Product: [CH2:1]([N:5]([C:6]1[CH:11]=[CH:10][C:9]([C:12]([OH:21])([C:17]([F:18])([F:19])[F:20])[C:13]([F:15])([F:14])[F:16])=[CH:8][CH:7]=1)[C:24]([N:23]([CH3:27])[CH3:22])=[S:25])[CH2:2][CH2:3][CH3:4]. The catalyst class is: 4. (5) Product: [O:1]1[CH2:4][CH:3]([C:5]2[CH:6]=[C:7]([CH2:11][CH2:12][O:13][S:26]([C:23]3[CH:24]=[CH:25][C:20]([CH3:30])=[CH:21][CH:22]=3)(=[O:28])=[O:27])[CH:8]=[CH:9][CH:10]=2)[CH2:2]1. Reactant: [O:1]1[CH2:4][CH:3]([C:5]2[CH:6]=[C:7]([CH2:11][CH2:12][OH:13])[CH:8]=[CH:9][CH:10]=2)[CH2:2]1.N1C=CC=CC=1.[C:20]1([CH3:30])[CH:25]=[CH:24][C:23]([S:26](Cl)(=[O:28])=[O:27])=[CH:22][CH:21]=1. The catalyst class is: 2. (6) Reactant: [Cl:1][C:2]1[CH:3]=[C:4]2[C:10](B3OC(C)(C)C(C)(C)O3)=[CH:9][N:8]([CH2:20][O:21][CH2:22][CH2:23][Si:24]([CH3:27])([CH3:26])[CH3:25])[C:5]2=[N:6][CH:7]=1.Br[C:29]1[CH:30]=[C:31]([NH:35][C@H:36]([CH:45]([CH3:47])[CH3:46])[C:37]([NH:39][CH2:40][C:41]([F:44])([F:43])[F:42])=[O:38])[CH:32]=[N:33][CH:34]=1.C([O-])([O-])=O.[Na+].[Na+].O. Product: [Cl:1][C:2]1[CH:3]=[C:4]2[C:10]([C:29]3[CH:30]=[C:31]([NH:35][CH:36]([CH:45]([CH3:47])[CH3:46])[C:37]([NH:39][CH2:40][C:41]([F:44])([F:43])[F:42])=[O:38])[CH:32]=[N:33][CH:34]=3)=[CH:9][N:8]([CH2:20][O:21][CH2:22][CH2:23][Si:24]([CH3:25])([CH3:26])[CH3:27])[C:5]2=[N:6][CH:7]=1. The catalyst class is: 104.